From a dataset of Reaction yield outcomes from USPTO patents with 853,638 reactions. Predict the reaction yield, written as a fraction of the theoretical maximum amount of product (1.0 means a 100% yield; for example, 0.34 means a 34% yield). The reactants are Cl[C:2]1[CH:7]=[CH:6][C:5]([N+:8]([O-:10])=[O:9])=[CH:4][N:3]=1.[H-].[Na+].[C:13]([O:21][C:22]([CH3:25])([CH3:24])[CH3:23])(=[O:20])[CH2:14][C:15]([O:17][CH2:18][CH3:19])=[O:16]. The catalyst is CN(C)C=O. The product is [N+:8]([C:5]1[CH:6]=[CH:7][C:2]([CH:14]([C:15]([O:17][CH2:18][CH3:19])=[O:16])[C:13]([O:21][C:22]([CH3:25])([CH3:23])[CH3:24])=[O:20])=[N:3][CH:4]=1)([O-:10])=[O:9]. The yield is 0.820.